Dataset: Forward reaction prediction with 1.9M reactions from USPTO patents (1976-2016). Task: Predict the product of the given reaction. (1) Given the reactants Cl[C:2]1[C:3]2[C:10](I)=[CH:9][N:8]([C@H:12]3[CH2:17][CH2:16][C@H:15]([N:18]4[CH2:23][CH2:22][N:21]([CH3:24])[CH2:20][CH2:19]4)[CH2:14][CH2:13]3)[C:4]=2[N:5]=[CH:6][N:7]=1.[C:25]1([O:31][C:32]2[CH:37]=[CH:36][C:35](B3OC(C)(C)C(C)(C)O3)=[CH:34][C:33]=2[N+:47]([O-:49])=[O:48])[CH:30]=[CH:29][CH:28]=[CH:27][CH:26]=1.ClC1C2C(C3C=CC(OC4C=CC=CC=4)=C(C=3)C#N)=CN([C@H]3CC[C@H](N4CCN(C)CC4)CC3)C=2[N:54]=CN=1.CO[C@@H]1[C@@H:103]([C:104]([O:106]C)=[O:105])[C@@H]2[C@@H](CN3[C@H](C2)C2NC4C=C(OC)C=CC=4C=2CC3)C[C@H]1[O:106][C:104]([C:103]1C=C(OC)C(OC)=C(OC)C=1)=[O:105], predict the reaction product. The product is: [C:104]([OH:106])(=[O:105])[CH3:103].[CH3:24][N:21]1[CH2:22][CH2:23][N:18]([C@H:15]2[CH2:16][CH2:17][C@H:12]([N:8]3[C:4]4[N:5]=[CH:6][N:7]=[C:2]([NH2:54])[C:3]=4[C:10]([C:35]4[CH:36]=[CH:37][C:32]([O:31][C:25]5[CH:30]=[CH:29][CH:28]=[CH:27][CH:26]=5)=[C:33]([N+:47]([O-:49])=[O:48])[CH:34]=4)=[CH:9]3)[CH2:13][CH2:14]2)[CH2:19][CH2:20]1. (2) Given the reactants [NH2:1][C:2]1[NH:7][C:6](=[O:8])[N:5]([CH2:9][CH2:10][CH3:11])[C:4](=[O:12])[C:3]=1[N:13]=O.S(S([O-])=O)([O-])=O.[Na+].[Na+], predict the reaction product. The product is: [NH2:13][C:3]1[C:4](=[O:12])[N:5]([CH2:9][CH2:10][CH3:11])[C:6](=[O:8])[NH:7][C:2]=1[NH2:1]. (3) Given the reactants Cl.Cl.[CH2:3]([NH:6][C:7]1=[N:8][C:9](=[O:19])[S:10]/[C:11]/1=[CH:12]\[CH:13]1[CH2:18][CH2:17][NH:16][CH2:15][CH2:14]1)[C:4]#[CH:5].C(N(C(C)C)C(C)C)C.F[P-](F)(F)(F)(F)F.N1(OC(N(C)C)=[N+](C)C)C2N=CC=CC=2N=N1.[Cl:53][C:54]1[CH:55]=[CH:56][C:57]2[O:61][C:60]([C:62](O)=[O:63])=[CH:59][C:58]=2[CH:65]=1, predict the reaction product. The product is: [Cl:53][C:54]1[CH:55]=[CH:56][C:57]2[O:61][C:60]([C:62]([N:16]3[CH2:17][CH2:18][CH:13](/[CH:12]=[C:11]4/[C:7]([NH:6][CH2:3][C:4]#[CH:5])=[N:8][C:9](=[O:19])[S:10]/4)[CH2:14][CH2:15]3)=[O:63])=[CH:59][C:58]=2[CH:65]=1. (4) The product is: [F:45][C:46]([F:51])([F:50])[C:47]([OH:49])=[O:48].[CH2:1]([O:8][CH2:9][CH2:10][CH2:11][O:12][C:13]1[CH:18]=[CH:17][N:16]([CH:19]2[CH2:24][CH2:23][NH:22][CH2:21][CH:20]2[O:32][CH2:33][C:34]2[CH:43]=[CH:42][C:41]3[C:36](=[CH:37][CH:38]=[CH:39][CH:40]=3)[CH:35]=2)[C:15](=[O:44])[CH:14]=1)[C:2]1[CH:3]=[CH:4][CH:5]=[CH:6][CH:7]=1. Given the reactants [CH2:1]([O:8][CH2:9][CH2:10][CH2:11][O:12][C:13]1[CH:18]=[CH:17][N:16]([CH:19]2[CH2:24][CH2:23][N:22](C(OC(C)(C)C)=O)[CH2:21][CH:20]2[O:32][CH2:33][C:34]2[CH:43]=[CH:42][C:41]3[C:36](=[CH:37][CH:38]=[CH:39][CH:40]=3)[CH:35]=2)[C:15](=[O:44])[CH:14]=1)[C:2]1[CH:7]=[CH:6][CH:5]=[CH:4][CH:3]=1.[F:45][C:46]([F:51])([F:50])[C:47]([OH:49])=[O:48], predict the reaction product. (5) Given the reactants [C:1]([C:5]1[CH:10]=[C:9]([CH2:11]OC(=O)C)[CH:8]=[C:7]([C:16]([CH3:19])([CH3:18])[CH3:17])[C:6]=1[OH:20])([CH3:4])([CH3:3])[CH3:2].[C:21]1([CH3:29])[CH:26]=[C:25]([CH3:27])[CH:24]=[C:23]([CH3:28])[CH:22]=1.S(=O)(=O)(O)O.[C:35]([OH:38])(=O)[CH3:36], predict the reaction product. The product is: [CH3:29][C:21]1[C:26]([CH2:11][C:9]2[CH:10]=[C:5]([C:1]([CH3:3])([CH3:4])[CH3:2])[C:6]([OH:20])=[C:7]([C:16]([CH3:18])([CH3:19])[CH3:17])[CH:8]=2)=[C:25]([CH3:27])[C:24]([CH2:11][C:9]2[CH:10]=[C:5]([C:1]([CH3:4])([CH3:3])[CH3:2])[C:6]([OH:20])=[C:7]([C:16]([CH3:19])([CH3:18])[CH3:17])[CH:8]=2)=[C:23]([CH3:28])[C:22]=1[CH2:11][C:9]1[CH:10]=[C:36]([C:1]([CH3:2])([CH3:3])[CH3:4])[C:35]([OH:38])=[C:7]([C:16]([CH3:19])([CH3:17])[CH3:18])[CH:8]=1. (6) Given the reactants [OH:1][C:2]1[C:7]([CH2:8][CH2:9][CH3:10])=[C:6]([OH:11])[CH:5]=[CH:4][C:3]=1[C:12](=[O:14])[CH3:13].Br[CH2:16][C:17]([O:19][CH2:20][CH3:21])=[O:18], predict the reaction product. The product is: [CH2:20]([O:19][C:17](=[O:18])[CH2:16][O:11][C:6]1[CH:5]=[CH:4][C:3]([C:12](=[O:14])[CH3:13])=[C:2]([OH:1])[C:7]=1[CH2:8][CH2:9][CH3:10])[CH3:21]. (7) Given the reactants C(O)(C(F)(F)F)=O.[CH2:8]([O:15][C:16](=[O:48])[NH:17][CH2:18][C:19]1[CH:24]=[CH:23][C:22]([C:25]([NH:27][C:28]2[C:33]([NH:34]C(OC(C)(C)C)=O)=[CH:32][CH:31]=[C:30]([C:42]3[CH:47]=[CH:46][CH:45]=[CH:44][CH:43]=3)[N:29]=2)=[O:26])=[CH:21][CH:20]=1)[C:9]1[CH:14]=[CH:13][CH:12]=[CH:11][CH:10]=1, predict the reaction product. The product is: [CH2:8]([O:15][C:16](=[O:48])[NH:17][CH2:18][C:19]1[CH:24]=[CH:23][C:22]([C:25]([NH:27][C:28]2[C:33]([NH2:34])=[CH:32][CH:31]=[C:30]([C:42]3[CH:43]=[CH:44][CH:45]=[CH:46][CH:47]=3)[N:29]=2)=[O:26])=[CH:21][CH:20]=1)[C:9]1[CH:14]=[CH:13][CH:12]=[CH:11][CH:10]=1.